Task: Predict which catalyst facilitates the given reaction.. Dataset: Catalyst prediction with 721,799 reactions and 888 catalyst types from USPTO (1) Reactant: [CH3:1]/[C:2](=[CH:6]\[CH2:7][CH3:8])/[C:3](=[O:5])[CH3:4].C(N(CC)CC)C.FC(F)(F)S(O[Si:22]([CH2:27][CH3:28])([CH2:25][CH3:26])[CH2:23][CH3:24])(=O)=O. Product: [CH2:23]([Si:22]([CH2:27][CH3:28])([CH2:25][CH3:26])[O:5][C:3](/[C:2](/[CH3:1])=[CH:6]/[CH2:7][CH3:8])=[CH2:4])[CH3:24]. The catalyst class is: 28. (2) Reactant: BrC1C=C([NH:8][CH:9]([C:22]2[CH:27]=[CH:26][CH:25]=[CH:24][CH:23]=2)[CH2:10][N:11]2C(=O)C3C(=CC=CC=3)C2=O)C=NC=1.O.NN. Product: [C:22]1([CH:9]([NH2:8])[CH2:10][NH2:11])[CH:27]=[CH:26][CH:25]=[CH:24][CH:23]=1. The catalyst class is: 40. (3) Reactant: [N+:1]([C:4]1[CH:5]=[C:6]([CH3:11])[CH:7]=[C:8]([CH3:10])[CH:9]=1)([O-])=O. Product: [CH3:10][C:8]1[CH:9]=[C:4]([NH2:1])[CH:5]=[C:6]([CH3:11])[CH:7]=1. The catalyst class is: 19. (4) Reactant: [CH3:1][CH:2]([OH:9])[CH2:3][CH2:4][CH2:5][CH2:6][CH2:7][CH3:8].C1(P(C2C=CC=CC=2)C2C=CC=CC=2)C=CC=CC=1.[CH3:29][NH:30][S:31]([C:34]1[CH:39]=[CH:38][C:37]([CH3:40])=[CH:36][CH:35]=1)(=[O:33])=[O:32].COCCOC(N=NC(OCCOC)=O)=O. Product: [CH3:40][C:37]1[CH:38]=[CH:39][C:34]([S:31]([N:30]([CH3:29])[CH:2]([CH3:1])[CH2:3][CH2:4][CH2:5][CH2:6][CH2:7][CH3:8])(=[O:33])=[O:32])=[CH:35][CH:36]=1.[CH3:1][CH:2]([OH:9])[CH2:3][CH2:4][CH2:5][CH2:6][CH2:7][CH3:8]. The catalyst class is: 1. (5) Reactant: [Si:1]([O:8][CH2:9][C:10]1[CH:15]=[C:14]([CH3:16])[NH:13][C:12](=[O:17])[C:11]=1[C:18]#[N:19])([C:4]([CH3:7])([CH3:6])[CH3:5])([CH3:3])[CH3:2].N. Product: [NH2:19][CH2:18][C:11]1[C:12](=[O:17])[NH:13][C:14]([CH3:16])=[CH:15][C:10]=1[CH2:9][O:8][Si:1]([C:4]([CH3:6])([CH3:5])[CH3:7])([CH3:2])[CH3:3]. The catalyst class is: 94. (6) Reactant: Br[CH2:2][C:3]1[CH:10]=[CH:9][CH:8]=[CH:7][C:4]=1[C:5]#[N:6].[OH:11][CH2:12][C:13]([O:15][CH2:16][CH3:17])=[O:14].[O-]CC.[Na+]. Product: [C:5]([C:4]1[CH:7]=[CH:8][CH:9]=[CH:10][C:3]=1[CH2:2][O:11][CH2:12][C:13]([O:15][CH2:16][CH3:17])=[O:14])#[N:6]. The catalyst class is: 16. (7) Reactant: [Li][CH2:2]CCC.[F:6][C:7]1[CH:14]=[CH:13][C:12]([F:15])=[CH:11][C:8]=1[CH:9]=O. Product: [F:6][C:7]1[CH:14]=[CH:13][C:12]([F:15])=[CH:11][C:8]=1[CH:9]=[CH2:2]. The catalyst class is: 597.